This data is from Catalyst prediction with 721,799 reactions and 888 catalyst types from USPTO. The task is: Predict which catalyst facilitates the given reaction. (1) Reactant: [NH2:1][C:2]1[CH:7]=[C:6]([C:8]2[CH2:12][CH2:11][C:10](=[O:13])[CH:9]=2)[CH:5]=[CH:4][C:3]=1[NH:14][C:15](=[O:21])[O:16][C:17]([CH3:20])([CH3:19])[CH3:18].CN(C)[C@@H]1CCN(CC2C=CC(C(O)=O)=CC=2)C1.[C:40]([O:43][C:44]1[CH:52]=[CH:51][C:47]([C:48](O)=[O:49])=[CH:46][CH:45]=1)(=[O:42])[CH3:41]. Product: [C:40]([O:43][C:44]1[CH:52]=[CH:51][C:47]([C:48](=[O:49])[NH:1][C:2]2[CH:7]=[C:6]([C:8]3[CH2:12][CH2:11][C:10](=[O:13])[CH:9]=3)[CH:5]=[CH:4][C:3]=2[NH:14][C:15]([O:16][C:17]([CH3:18])([CH3:20])[CH3:19])=[O:21])=[CH:46][CH:45]=1)(=[O:42])[CH3:41]. The catalyst class is: 25. (2) Reactant: [F:1][C:2]1[CH:7]=[CH:6][C:5]([CH2:8][C:9](=O)[CH:10]([CH3:12])[CH3:11])=[CH:4][C:3]=1[O:14][CH2:15][CH2:16][CH2:17][O:18][CH3:19].[BH3-]C#[N:22].[Na+]. Product: [F:1][C:2]1[CH:7]=[CH:6][C:5]([CH2:8][CH:9]([NH2:22])[CH:10]([CH3:12])[CH3:11])=[CH:4][C:3]=1[O:14][CH2:15][CH2:16][CH2:17][O:18][CH3:19]. The catalyst class is: 5. (3) Reactant: [CH2:1]([O:5][C:6]([NH:8][C@H:9]([C:15]([O:17][CH2:18][CH3:19])=[O:16])[CH2:10][CH2:11][C:12]([OH:14])=O)=[O:7])[CH2:2][CH2:3][CH3:4].CN(C(ON1N=NC2C=CC=NC1=2)=[N+](C)C)C.F[P-](F)(F)(F)(F)F.Cl.[N:45]1[CH:50]=[CH:49][C:48]([N:51]2[CH2:55][CH2:54][C:53]3([CH2:60][CH2:59][NH:58][CH2:57][CH2:56]3)[CH2:52]2)=[CH:47][CH:46]=1.CCN(C(C)C)C(C)C. Product: [CH2:1]([O:5][C:6]([NH:8][C@@H:9]([CH2:10][CH2:11][C:12](=[O:14])[N:58]1[CH2:57][CH2:56][C:53]2([CH2:52][N:51]([C:48]3[CH:47]=[CH:46][N:45]=[CH:50][CH:49]=3)[CH2:55][CH2:54]2)[CH2:60][CH2:59]1)[C:15]([O:17][CH2:18][CH3:19])=[O:16])=[O:7])[CH2:2][CH2:3][CH3:4]. The catalyst class is: 136.